Dataset: Peptide-MHC class II binding affinity with 134,281 pairs from IEDB. Task: Regression. Given a peptide amino acid sequence and an MHC pseudo amino acid sequence, predict their binding affinity value. This is MHC class II binding data. The peptide sequence is PQVKYAVFEAALTKA. The MHC is DRB1_0405 with pseudo-sequence DRB1_0405. The binding affinity (normalized) is 0.701.